From a dataset of Reaction yield outcomes from USPTO patents with 853,638 reactions. Predict the reaction yield, written as a fraction of the theoretical maximum amount of product (1.0 means a 100% yield; for example, 0.34 means a 34% yield). (1) The reactants are [O-]CC.[Na+].[N:5]1[N:6]2[CH2:17][CH2:16][CH2:15][C:7]2=[CH:8][C:9]=1[C:10]([O:12]CC)=[O:11].N1N2CCCC2=C(C(OCC)=O)C=1. The catalyst is C(O)C. The product is [N:5]1[N:6]2[CH2:17][CH2:16][CH2:15][C:7]2=[CH:8][C:9]=1[C:10]([OH:12])=[O:11]. The yield is 0.480. (2) The reactants are CC1(C)C(C)(C)OB([C:9]2[CH:18]=[C:17]3[C:12]([CH:13]=[C:14]([NH2:19])[N:15]=[CH:16]3)=[CH:11][CH:10]=2)O1.Br[C:22]1[C:23]([CH3:34])=[CH:24][C:25]([CH:28]([OH:33])[C:29]([F:32])([F:31])[F:30])=[N:26][CH:27]=1.C(=O)([O-])[O-].[Na+].[Na+]. The catalyst is C(#N)C.C(OCC)(=O)C.CC(P(C(C)(C)C)C1C=CC(N(C)C)=CC=1)(C)C.CC(P(C(C)(C)C)C1C=CC(N(C)C)=CC=1)(C)C.Cl[Pd]Cl. The product is [NH2:19][C:14]1[N:15]=[CH:16][C:17]2[C:12]([CH:13]=1)=[CH:11][CH:10]=[C:9]([C:22]1[C:23]([CH3:34])=[CH:24][C:25]([CH:28]([OH:33])[C:29]([F:31])([F:30])[F:32])=[N:26][CH:27]=1)[CH:18]=2. The yield is 0.770. (3) The catalyst is CN(C=O)C. The reactants are Cl[C:2]1[C:7]([C:8]([O:10][CH2:11][CH3:12])=[O:9])=[CH:6][N:5]=[CH:4][CH:3]=1.[Br:13][C:14]1[CH:19]=[CH:18][C:17]([OH:20])=[CH:16][CH:15]=1.C([O-])([O-])=O.[Cs+].[Cs+]. The yield is 0.914. The product is [Br:13][C:14]1[CH:19]=[CH:18][C:17]([O:20][C:2]2[C:7]([C:8]([O:10][CH2:11][CH3:12])=[O:9])=[CH:6][N:5]=[CH:4][CH:3]=2)=[CH:16][CH:15]=1. (4) The reactants are [CH3:1][CH:2]([CH2:6][CH2:7][CH3:8])[C:3](Cl)=[O:4].[CH2:9]([O:11][C:12]#[CH:13])[CH3:10]. The catalyst is C(N(CC)CC)C. The product is [CH2:12]([O:11][C:9]1[C:2]([CH3:1])([CH2:6][CH2:7][CH3:8])[C:3](=[O:4])[CH:10]=1)[CH3:13]. The yield is 0.770. (5) The reactants are C[O:2][C:3]([C:5]1[CH:6]=[C:7]2[C:11](=[CH:12][CH:13]=1)[N:10]([CH2:14][C:15]1[CH:20]=[C:19]([Cl:21])[CH:18]=[CH:17][C:16]=1[O:22][CH2:23][CH:24]([CH2:27][CH3:28])[CH2:25][CH3:26])[CH:9]=[CH:8]2)=[O:4].[Li+].[OH-].O. The catalyst is C1COCC1.CO. The product is [Cl:21][C:19]1[CH:18]=[CH:17][C:16]([O:22][CH2:23][CH:24]([CH2:27][CH3:28])[CH2:25][CH3:26])=[C:15]([CH:20]=1)[CH2:14][N:10]1[C:11]2[C:7](=[CH:6][C:5]([C:3]([OH:4])=[O:2])=[CH:13][CH:12]=2)[CH:8]=[CH:9]1. The yield is 0.570. (6) The reactants are [F:1][C:2]1[CH:7]=[C:6]([F:8])[CH:5]=[CH:4][C:3]=1[CH2:9][C:10]([OH:12])=[O:11].C([Li])CCC.Br[CH2:19][CH2:20][CH2:21][Cl:22]. The catalyst is C1COCC1. The product is [Cl:22][CH2:21][CH2:20][CH2:19][CH:9]([C:3]1[CH:4]=[CH:5][C:6]([F:8])=[CH:7][C:2]=1[F:1])[C:10]([OH:12])=[O:11]. The yield is 0.410.